Dataset: Catalyst prediction with 721,799 reactions and 888 catalyst types from USPTO. Task: Predict which catalyst facilitates the given reaction. Reactant: [F:1][C:2]1[CH:7]=[CH:6][C:5]([C:8]2[C:12]([C:13]3[N:14]=[CH:15][N:16]([C:18]4[N:23]=[CH:22][C:21]([C:24](=[O:26])[CH3:25])=[CH:20][CH:19]=4)[CH:17]=3)=[C:11]([C:27]([F:30])([F:29])[F:28])[O:10][N:9]=2)=[CH:4][CH:3]=1.[CH3:31][Mg]Br. Product: [F:1][C:2]1[CH:3]=[CH:4][C:5]([C:8]2[C:12]([C:13]3[N:14]=[CH:15][N:16]([C:18]4[N:23]=[CH:22][C:21]([C:24]([OH:26])([CH3:31])[CH3:25])=[CH:20][CH:19]=4)[CH:17]=3)=[C:11]([C:27]([F:28])([F:30])[F:29])[O:10][N:9]=2)=[CH:6][CH:7]=1. The catalyst class is: 295.